Predict the reaction yield, written as a fraction of the theoretical maximum amount of product (1.0 means a 100% yield; for example, 0.34 means a 34% yield). From a dataset of Reaction yield outcomes from USPTO patents with 853,638 reactions. (1) The catalyst is CN(C=O)C. The yield is 0.790. The product is [CH2:20]([C:19]1[C:3]2[C:4](=[O:18])[N:5]([C:12]3[CH:17]=[CH:16][CH:15]=[CH:14][CH:13]=3)[C:6]3[CH:7]=[N:8][CH:9]=[CH:10][C:11]=3[C:2]=2[NH:30][N:29]=1)[C:21]1[CH:26]=[CH:25][CH:24]=[CH:23][CH:22]=1. The reactants are O[C:2]1[C:11]2[C:6](=[CH:7][N:8]=[CH:9][CH:10]=2)[N:5]([C:12]2[CH:17]=[CH:16][CH:15]=[CH:14][CH:13]=2)[C:4](=[O:18])[C:3]=1[C:19](=O)[CH2:20][C:21]1[CH:26]=[CH:25][CH:24]=[CH:23][CH:22]=1.O.[NH2:29][NH2:30].C(=O)([O-])O.[Na+]. (2) The reactants are [NH2:1][CH2:2][CH2:3][CH2:4][CH2:5][CH2:6][OH:7].Cl[C:9]1[C:14]([N+:15]([O-:17])=[O:16])=[CH:13][CH:12]=[CH:11][C:10]=1[N+:18]([O-:20])=[O:19].C(N(CC)CC)C.O1CCCC1. The catalyst is C(OCC)(=O)C. The product is [N+:15]([C:14]1[CH:13]=[CH:12][CH:11]=[C:10]([N+:18]([O-:20])=[O:19])[C:9]=1[NH:1][CH2:2][CH2:3][CH2:4][CH2:5][CH2:6][OH:7])([O-:17])=[O:16]. The yield is 0.970. (3) The reactants are N[C:2]1[N:6]([C:7]2[C:12]([F:13])=[CH:11][C:10]([C:14]([F:17])([F:16])[F:15])=[CH:9][C:8]=2[Cl:18])[N:5]=[C:4]([C:19]#[N:20])[C:3]=1[S:21]([C:23]([F:26])([F:25])[F:24])=[O:22].N(OCCC(C)C)=O.C(Br)(Br)[Br:36]. No catalyst specified. The product is [Br:36][C:2]1[N:6]([C:7]2[C:12]([F:13])=[CH:11][C:10]([C:14]([F:17])([F:16])[F:15])=[CH:9][C:8]=2[Cl:18])[N:5]=[C:4]([C:19]#[N:20])[C:3]=1[S:21]([C:23]([F:26])([F:25])[F:24])=[O:22]. The yield is 0.730. (4) The reactants are [CH2:1]([C@H:8]([NH:28][C:29]([C@@H:31]([NH:36][C:37](=[O:40])[O:38][CH3:39])[C@@H:32]([CH3:35])[CH2:33][CH3:34])=[O:30])[C@@H:9]([OH:27])[CH2:10][C@@H:11]([NH:19]C(OC(C)(C)C)=O)[CH2:12][C:13]1[CH:18]=[CH:17][CH:16]=[CH:15][CH:14]=1)[C:2]1[CH:7]=[CH:6][CH:5]=[CH:4][CH:3]=1.Cl. The product is [NH2:19][C@@H:11]([CH2:12][C:13]1[CH:14]=[CH:15][CH:16]=[CH:17][CH:18]=1)[CH2:10][C@H:9]([OH:27])[C@@H:8]([NH:28][C:29]([C@@H:31]([NH:36][C:37](=[O:40])[O:38][CH3:39])[C@@H:32]([CH3:35])[CH2:33][CH3:34])=[O:30])[CH2:1][C:2]1[CH:7]=[CH:6][CH:5]=[CH:4][CH:3]=1. The catalyst is C1COCC1. The yield is 0.610. (5) The reactants are [NH2:1][C:2]1[CH:3]=[C:4]([C:9]2[N:10]=[C:11]3[C:17]4[CH:18]=[CH:19][CH:20]=[CH:21][C:16]=4[NH:15][C:14]4[N:22]=[CH:23][CH:24]=[CH:25][C:13]=4[N:12]3[C:26]=2[C:27]2[CH:32]=[CH:31][C:30]([C:33]3([NH:37]C(=O)OC(C)(C)C)[CH2:36][CH2:35][CH2:34]3)=[CH:29][CH:28]=2)[CH:5]=[CH:6][C:7]=1[CH3:8].[ClH:45].O1CCOCC1. The catalyst is C(Cl)Cl. The product is [ClH:45].[ClH:45].[ClH:45].[ClH:45].[NH2:37][C:33]1([C:30]2[CH:29]=[CH:28][C:27]([C:26]3[N:12]4[C:13]5[CH:25]=[CH:24][CH:23]=[N:22][C:14]=5[NH:15][C:16]5[CH:21]=[CH:20][CH:19]=[CH:18][C:17]=5[C:11]4=[N:10][C:9]=3[C:4]3[CH:5]=[CH:6][C:7]([CH3:8])=[C:2]([CH:3]=3)[NH2:1])=[CH:32][CH:31]=2)[CH2:34][CH2:35][CH2:36]1. The yield is 0.993. (6) The yield is 0.850. The product is [ClH:31].[F:1][C:2]1[CH:19]=[CH:18][C:5]([CH2:6][C:7]2[C:16]3[C:11](=[CH:12][CH:13]=[CH:14][CH:15]=3)[C:10](=[O:17])[NH:9][N:8]=2)=[CH:4][C:3]=1[C:20]([N:22]1[CH2:25][CH:24]([NH:26][CH:27]([CH3:30])[CH2:28][OH:29])[CH2:23]1)=[O:21]. The reactants are [F:1][C:2]1[CH:19]=[CH:18][C:5]([CH2:6][C:7]2[C:16]3[C:11](=[CH:12][CH:13]=[CH:14][CH:15]=3)[C:10](=[O:17])[NH:9][N:8]=2)=[CH:4][C:3]=1[C:20]([N:22]1[CH2:25][CH:24]([NH:26][CH:27]([CH3:30])[CH2:28][OH:29])[CH2:23]1)=[O:21].[ClH:31]. No catalyst specified. (7) The reactants are [NH2:1][C:2]1[CH:3]=[C:4]([CH:16]=[CH:17][CH:18]=1)[O:5][C:6]1[CH:11]=[CH:10][N:9]=[C:8]2[NH:12][C:13](=[O:15])[NH:14][C:7]=12.[F:19][C:20]1[CH:25]=[CH:24][C:23]([C:26]([F:29])([F:28])[F:27])=[CH:22][C:21]=1[N:30]=[C:31]=[O:32]. No catalyst specified. The product is [F:19][C:20]1[C:21]([NH:30][C:31]([NH:1][C:2]2[CH:18]=[CH:17][CH:16]=[C:4]([O:5][C:6]3[CH:11]=[CH:10][N:9]=[C:8]4[NH:12][C:13](=[O:15])[NH:14][C:7]=34)[CH:3]=2)=[O:32])=[CH:22][C:23]([C:26]([F:27])([F:28])[F:29])=[CH:24][CH:25]=1. The yield is 0.200. (8) The reactants are [CH3:1][C:2]1[CH:6]=[CH:5][S:4][C:3]=1/[CH:7]=[CH:8]/[CH:9]1[CH2:14][CH2:13][NH:12][CH2:11][CH2:10]1.[CH3:15][O:16][C:17]1[C:18]([CH:23]=O)=[N:19][CH:20]=[CH:21][N:22]=1.C(O[BH-](OC(=O)C)OC(=O)C)(=O)C.[Na+].[OH-].[Na+]. The catalyst is O1CCCC1. The product is [CH3:15][O:16][C:17]1[C:18]([CH2:23][N:12]2[CH2:13][CH2:14][CH:9](/[CH:8]=[CH:7]/[C:3]3[S:4][CH:5]=[CH:6][C:2]=3[CH3:1])[CH2:10][CH2:11]2)=[N:19][CH:20]=[CH:21][N:22]=1. The yield is 0.540. (9) The yield is 0.280. The reactants are [NH2:1][C:2]1[CH:3]=[C:4]([OH:8])[CH:5]=[CH:6][CH:7]=1.[C:9]1(C)C=CC(S(O)(=O)=O)=CC=1. The catalyst is C(OC=O)C.C1COCC1. The product is [CH3:9][NH:1][C:2]1[CH:3]=[C:4]([OH:8])[CH:5]=[CH:6][CH:7]=1.